This data is from Forward reaction prediction with 1.9M reactions from USPTO patents (1976-2016). The task is: Predict the product of the given reaction. (1) Given the reactants [C:1]([O:5][C:6]([NH:8][CH:9]1[CH:13]([OH:14])[CH2:12][N:11]([C:15]([O:17][C:18]([CH3:21])([CH3:20])[CH3:19])=[O:16])[CH2:10]1)=[O:7])([CH3:4])([CH3:3])[CH3:2].C(N(CC)CC)C.[CH3:29][S:30](Cl)(=[O:32])=[O:31], predict the reaction product. The product is: [C:1]([O:5][C:6]([NH:8][CH:9]1[CH:13]([O:14][S:30]([CH3:29])(=[O:32])=[O:31])[CH2:12][N:11]([C:15]([O:17][C:18]([CH3:21])([CH3:20])[CH3:19])=[O:16])[CH2:10]1)=[O:7])([CH3:4])([CH3:3])[CH3:2]. (2) Given the reactants CC(C)([O-])C.[K+].C(S/[N:12]=[N:13]/[C:14]1[CH:15]=[C:16]([CH:20]=[CH:21][C:22]=1[CH3:23])[C:17]([OH:19])=[O:18])(C)(C)C, predict the reaction product. The product is: [NH:13]1[C:14]2[C:22](=[CH:21][CH:20]=[C:16]([C:17]([OH:19])=[O:18])[CH:15]=2)[CH:23]=[N:12]1. (3) Given the reactants [CH2:1]([O:7][C:8](=O)[CH2:9][NH:10][C:11](=O)[C:12]([O:14][CH3:15])=[O:13])[CH2:2][CH2:3]/[CH:4]=[CH:5]/[CH3:6].N1C=CC=CC=1.O(S(C(F)(F)F)(=O)=O)S(C(F)(F)F)(=O)=O, predict the reaction product. The product is: [CH3:6][C:5]1[C:11]([C:12]([O:14][CH3:15])=[O:13])=[N:10][CH:9]=[C:8]2[O:7][CH2:1][CH2:2][CH2:3][C:4]=12. (4) Given the reactants [Br:1][C:2]1[CH:3]=[CH:4][C:5](F)=[C:6]([N+:8]([O-:10])=[O:9])[CH:7]=1.[C:12]1([OH:18])[CH:17]=[CH:16][CH:15]=[CH:14][CH:13]=1.BrC1C=CC=C(C=1)OC1C=CC=CC=1C#N.CO[C@@H]1[C@@H](C(OC)=O)[C@@H]2[C@@H](CN3[C@H](C2)C2NC4C=C(OC)C=CC=4C=2CC3)C[C@H]1OC(C1C=C(OC)C(OC)=C(OC)C=1)=O, predict the reaction product. The product is: [Br:1][C:2]1[CH:3]=[CH:4][C:5]([O:18][C:12]2[CH:17]=[CH:16][CH:15]=[CH:14][CH:13]=2)=[C:6]([N+:8]([O-:10])=[O:9])[CH:7]=1. (5) The product is: [CH3:8][O:9][C:10]1[N:15]=[N:14][C:13]([N:16]2[C:20]([C:21]3[CH:26]=[N:25][C:24]([CH3:27])=[CH:23][N:22]=3)=[CH:19][C:18]([C:28]([O:30][CH3:1])=[O:29])=[N:17]2)=[CH:12][CH:11]=1. Given the reactants [CH3:1][Si](C=[N+]=[N-])(C)C.[CH3:8][O:9][C:10]1[N:15]=[N:14][C:13]([N:16]2[C:20]([C:21]3[CH:26]=[N:25][C:24]([CH3:27])=[CH:23][N:22]=3)=[CH:19][C:18]([C:28]([OH:30])=[O:29])=[N:17]2)=[CH:12][CH:11]=1, predict the reaction product.